Dataset: Forward reaction prediction with 1.9M reactions from USPTO patents (1976-2016). Task: Predict the product of the given reaction. (1) Given the reactants CN(C)C=O.Cl[CH2:7][CH2:8][O:9][C:10]1[CH:19]=[C:18]2[C:13]([C:14]([O:20][C:21]3[C:22]([CH3:31])=[N:23][C:24]4[C:29]([CH:30]=3)=[CH:28][CH:27]=[CH:26][CH:25]=4)=[CH:15][CH:16]=[N:17]2)=[CH:12][C:11]=1[O:32][CH3:33].C(=O)([O-])[O-].[K+].[K+].[NH:40]1[CH:44]=[CH:43][N:42]=[CH:41]1, predict the reaction product. The product is: [N:40]1([CH2:7][CH2:8][O:9][C:10]2[CH:19]=[C:18]3[C:13]([C:14]([O:20][C:21]4[C:22]([CH3:31])=[N:23][C:24]5[C:29]([CH:30]=4)=[CH:28][CH:27]=[CH:26][CH:25]=5)=[CH:15][CH:16]=[N:17]3)=[CH:12][C:11]=2[O:32][CH3:33])[CH:44]=[CH:43][N:42]=[CH:41]1. (2) Given the reactants [C:1]([N:8]1[CH2:14][CH2:13][CH2:12][C@@H:9]1[CH2:10][OH:11])([O:3][C:4]([CH3:7])([CH3:6])[CH3:5])=[O:2].[C:15]1([CH3:25])[CH:20]=[CH:19][C:18]([S:21](Cl)(=[O:23])=[O:22])=[CH:17][CH:16]=1.C(N(CC)CC)C, predict the reaction product. The product is: [CH3:25][C:15]1[CH:20]=[CH:19][C:18]([S:21]([O:11][CH2:10][C@H:9]2[CH2:12][CH2:13][CH2:14][N:8]2[C:1]([O:3][C:4]([CH3:7])([CH3:6])[CH3:5])=[O:2])(=[O:23])=[O:22])=[CH:17][CH:16]=1. (3) Given the reactants ClC1C(Cl)=CC=CC=1N1CCN([CH2:15][CH2:16][CH2:17][CH2:18][O:19][C:20]2[CH:29]=[CH:28][C:27]3[C:22](=[C:23]([OH:30])[CH:24]=[CH:25][CH:26]=3)[N:21]=2)CC1.[CH2:31]([O:34][C:35]1[C:36]([N:41]2[CH2:46][CH2:45][NH:44][CH2:43][CH2:42]2)=[N:37][CH:38]=[CH:39][CH:40]=1)[CH2:32][CH3:33], predict the reaction product. The product is: [CH2:31]([O:34][C:35]1[C:36]([N:41]2[CH2:46][CH2:45][N:44]([CH2:15][CH2:16][CH2:17][CH2:18][O:19][C:20]3[CH:29]=[CH:28][C:27]4[C:22](=[C:23]([OH:30])[CH:24]=[CH:25][CH:26]=4)[N:21]=3)[CH2:43][CH2:42]2)=[N:37][CH:38]=[CH:39][CH:40]=1)[CH2:32][CH3:33]. (4) Given the reactants [Br:1][C:2]1[CH:7]=[CH:6][C:5]([C:8]2[N:9]=[C:10]([C:20]3[CH:25]=[CH:24][CH:23]=[CH:22][C:21]=3[Cl:26])[NH:11][C:12]=2[C:13]2[CH:18]=[CH:17][NH:16][C:15](=[O:19])[CH:14]=2)=[CH:4][CH:3]=1, predict the reaction product. The product is: [Br:1][C:2]1[CH:7]=[CH:6][C:5]2=[C:8]3[N:9]=[C:10]([C:20]4[CH:25]=[CH:24][CH:23]=[CH:22][C:21]=4[Cl:26])[NH:11][C:12]3=[C:13]3[C:14]([C:15](=[O:19])[NH:16][CH:17]=[CH:18]3)=[C:4]2[CH:3]=1.